The task is: Predict the product of the given reaction.. This data is from Forward reaction prediction with 1.9M reactions from USPTO patents (1976-2016). (1) Given the reactants [Cl:1][C:2]1[CH:7]=[CH:6][C:5]([N:8]2[C:17](=[O:18])[C:16]3[C:11](=[C:12]([I:26])[C:13]([N:19]([CH2:23][CH2:24][OH:25])C(=O)C)=[CH:14][CH:15]=3)[N:10]=[C:9]2[CH:27]([CH3:29])[CH3:28])=[CH:4][CH:3]=1.[OH-].[K+].Cl, predict the reaction product. The product is: [Cl:1][C:2]1[CH:3]=[CH:4][C:5]([N:8]2[C:17](=[O:18])[C:16]3[C:11](=[C:12]([I:26])[C:13]([NH:19][CH2:23][CH2:24][OH:25])=[CH:14][CH:15]=3)[N:10]=[C:9]2[CH:27]([CH3:29])[CH3:28])=[CH:6][CH:7]=1. (2) Given the reactants [CH3:1][O:2][CH2:3][O:4][C:5]1[CH:14]=[C:13]2[C:8]([CH:9]([CH2:26][CH:27]=[CH2:28])[CH:10]([C:16]3[CH:21]=[CH:20][C:19]([O:22][CH2:23][O:24][CH3:25])=[CH:18][CH:17]=3)[C:11](=[O:15])[O:12]2)=[CH:7][CH:6]=1.[CH3:29][Si](C)(C)[N-][Si](C)(C)C.[Li+].CI.[Cl-].[NH4+], predict the reaction product. The product is: [CH3:1][O:2][CH2:3][O:4][C:5]1[CH:14]=[C:13]2[C:8]([CH:9]([CH2:26][CH:27]=[CH2:28])[C:10]([C:16]3[CH:21]=[CH:20][C:19]([O:22][CH2:23][O:24][CH3:25])=[CH:18][CH:17]=3)([CH3:29])[C:11](=[O:15])[O:12]2)=[CH:7][CH:6]=1. (3) Given the reactants C(O[C:6](=[O:22])[NH:7][C@@H:8]([CH2:15][C:16]1[CH:21]=[CH:20][CH:19]=[CH:18][CH:17]=1)[C@H:9]([OH:14])[CH2:10][N:11]=[N+:12]=[N-:13])(C)(C)C.[H-].[Na+].[CH3:25]I, predict the reaction product. The product is: [N:11]([CH2:10][C@H:9]1[O:14][C:6](=[O:22])[N:7]([CH3:25])[C@H:8]1[CH2:15][C:16]1[CH:17]=[CH:18][CH:19]=[CH:20][CH:21]=1)=[N+:12]=[N-:13]. (4) Given the reactants [N:1]1[CH:6]=[CH:5][CH:4]=[C:3]([C:7]2[CH:8]=[N:9][C:10]3[C:15]([N:16]=2)=[CH:14][C:13]([C:17]([C:19]2[CH:20]=[C:21]([NH:25]C(=O)C(C)(C)C)[CH:22]=[CH:23][CH:24]=2)=[O:18])=[CH:12][CH:11]=3)[CH:2]=1.Cl.[OH-].[Na+], predict the reaction product. The product is: [NH2:25][C:21]1[CH:20]=[C:19]([C:17]([C:13]2[CH:14]=[C:15]3[C:10](=[CH:11][CH:12]=2)[N:9]=[CH:8][C:7]([C:3]2[CH:2]=[N:1][CH:6]=[CH:5][CH:4]=2)=[N:16]3)=[O:18])[CH:24]=[CH:23][CH:22]=1. (5) Given the reactants C[O:2][C:3]([C@H:5]1[CH2:10][CH2:9][C@H:8]([CH2:11][N:12]2[C:16]3[CH:17]=[C:18]([C:21]([F:24])([F:23])[F:22])[CH:19]=[CH:20][C:15]=3[N:14]([CH3:25])[C:13]2=[O:26])[CH2:7][CH2:6]1)=[O:4].[Li+].[OH-], predict the reaction product. The product is: [CH3:25][N:14]1[C:15]2[CH:20]=[CH:19][C:18]([C:21]([F:23])([F:22])[F:24])=[CH:17][C:16]=2[N:12]([CH2:11][C@H:8]2[CH2:9][CH2:10][C@H:5]([C:3]([OH:4])=[O:2])[CH2:6][CH2:7]2)[C:13]1=[O:26]. (6) Given the reactants Cl.[CH:2]1([CH2:5][O:6][C:7]2[CH:12]=[C:11]([F:13])[C:10]([O:14][CH3:15])=[CH:9][C:8]=2[C:16]2[C:17]3[NH:25][C:24]([CH3:26])=[C:23]([C:27]([NH:29][CH:30]4[CH2:35][CH2:34][NH:33][CH2:32][CH2:31]4)=[O:28])[C:18]=3[N:19]=[C:20]([CH3:22])[N:21]=2)[CH2:4][CH2:3]1.C([O:39][CH2:40][C:41](Cl)=[O:42])(=O)C, predict the reaction product. The product is: [CH:2]1([CH2:5][O:6][C:7]2[CH:12]=[C:11]([F:13])[C:10]([O:14][CH3:15])=[CH:9][C:8]=2[C:16]2[C:17]3[NH:25][C:24]([CH3:26])=[C:23]([C:27]([NH:29][CH:30]4[CH2:31][CH2:32][N:33]([C:40](=[O:39])[CH2:41][OH:42])[CH2:34][CH2:35]4)=[O:28])[C:18]=3[N:19]=[C:20]([CH3:22])[N:21]=2)[CH2:4][CH2:3]1.